This data is from Full USPTO retrosynthesis dataset with 1.9M reactions from patents (1976-2016). The task is: Predict the reactants needed to synthesize the given product. (1) Given the product [Cl:1][C:2]1[CH:7]=[C:6]([NH:8][CH:9]([CH3:11])[CH3:10])[C:5]([C:12]2[O:13][C:14]([CH2:17][N:19]3[CH2:24][CH2:23][O:22][CH2:21][CH2:20]3)=[N:15][N:16]=2)=[CH:4][N:3]=1, predict the reactants needed to synthesize it. The reactants are: [Cl:1][C:2]1[CH:7]=[C:6]([NH:8][CH:9]([CH3:11])[CH3:10])[C:5]([C:12]2[O:13][C:14]([CH2:17]Cl)=[N:15][N:16]=2)=[CH:4][N:3]=1.[NH:19]1[CH2:24][CH2:23][O:22][CH2:21][CH2:20]1.[I-].[K+]. (2) The reactants are: [O:1]=[C:2]1[CH2:7][CH2:6][CH:5]([C:8]([O:10][CH2:11][CH3:12])=[O:9])[CH2:4][CH2:3]1.[BH4-].[Na+]. Given the product [OH:1][CH:2]1[CH2:3][CH2:4][CH:5]([C:8]([O:10][CH2:11][CH3:12])=[O:9])[CH2:6][CH2:7]1, predict the reactants needed to synthesize it. (3) Given the product [CH2:32]([O:39][CH2:40][CH2:41][NH:42][C:2]1[N:7]=[C:6]([C:8]([N:10]2[CH2:15][CH2:14][CH:13]([N:16]3[CH2:20][CH2:19][CH2:18][CH2:17]3)[CH2:12][CH2:11]2)=[O:9])[C:5]([CH3:21])=[CH:4][C:3]=1[C:22]1[CH:27]=[CH:26][CH:25]=[C:24]([C:28]([F:31])([F:30])[F:29])[CH:23]=1)[C:33]1[CH:38]=[CH:37][CH:36]=[CH:35][CH:34]=1, predict the reactants needed to synthesize it. The reactants are: Cl[C:2]1[N:7]=[C:6]([C:8]([N:10]2[CH2:15][CH2:14][CH:13]([N:16]3[CH2:20][CH2:19][CH2:18][CH2:17]3)[CH2:12][CH2:11]2)=[O:9])[C:5]([CH3:21])=[CH:4][C:3]=1[C:22]1[CH:27]=[CH:26][CH:25]=[C:24]([C:28]([F:31])([F:30])[F:29])[CH:23]=1.[CH2:32]([O:39][CH2:40][CH2:41][NH2:42])[C:33]1[CH:38]=[CH:37][CH:36]=[CH:35][CH:34]=1.C1(P(C2C=CC=CC=2)C2C=CC3C(=CC=CC=3)C=2C2C3C(=CC=CC=3)C=CC=2P(C2C=CC=CC=2)C2C=CC=CC=2)C=CC=CC=1.C(=O)([O-])[O-].[Cs+].[Cs+]. (4) Given the product [CH2:1]([O:8][C:9](=[O:34])[CH2:10][CH2:11][CH:12]1[CH:17]([C:18]([OH:35])=[O:19])[CH2:16][CH2:15][N:14]([C:20]2[C:30]([C:31]#[N:32])=[CH:29][C:23]([C:24]([O:26][CH2:27][CH3:28])=[O:25])=[C:22]([CH3:33])[N:21]=2)[CH2:13]1)[C:2]1[CH:3]=[CH:4][CH:5]=[CH:6][CH:7]=1, predict the reactants needed to synthesize it. The reactants are: [CH2:1]([O:8][C:9](=[O:34])[CH2:10][CH2:11][CH:12]1[CH:17]([CH:18]=[O:19])[CH2:16][CH2:15][N:14]([C:20]2[C:30]([C:31]#[N:32])=[CH:29][C:23]([C:24]([O:26][CH2:27][CH3:28])=[O:25])=[C:22]([CH3:33])[N:21]=2)[CH2:13]1)[C:2]1[CH:7]=[CH:6][CH:5]=[CH:4][CH:3]=1.[O-:35]Cl=O.[Na+]. (5) Given the product [CH2:11]([CH:13]([CH2:27][CH2:28][CH2:29][CH3:30])[CH2:14][CH2:15][C:16]1[C:17]([F:26])=[C:18]([F:25])[C:19]([N:20]2[C:9](=[O:10])[C:3]3=[CH:2][S:1][CH:5]=[C:4]3[C:6]2=[O:7])=[C:21]([F:24])[C:22]=1[F:23])[CH3:12], predict the reactants needed to synthesize it. The reactants are: [S:1]1[CH:5]=[C:4]2[C:6](O[C:9](=[O:10])[C:3]2=[CH:2]1)=[O:7].[CH2:11]([CH:13]([CH2:27][CH2:28][CH2:29][CH3:30])[CH2:14][CH2:15][C:16]1[C:22]([F:23])=[C:21]([F:24])[C:19]([NH2:20])=[C:18]([F:25])[C:17]=1[F:26])[CH3:12].